This data is from Full USPTO retrosynthesis dataset with 1.9M reactions from patents (1976-2016). The task is: Predict the reactants needed to synthesize the given product. Given the product [C:1]([O:5][C:6](=[O:30])[NH:7][C@H:8]([C:17]1[NH:18][C:19]([C:22]2[CH:27]=[CH:26][CH:25]=[CH:24][C:23]=2[F:29])=[CH:20][N:21]=1)[C@H:9]([C:11]1[CH:16]=[CH:15][CH:14]=[CH:13][CH:12]=1)[CH3:10])([CH3:2])([CH3:3])[CH3:4], predict the reactants needed to synthesize it. The reactants are: [C:1]([O:5][C:6](=[O:30])[NH:7][C@H:8]([C:17]1[NH:18][C:19]([C:22]2[CH:27]=[CH:26][C:25](I)=[CH:24][C:23]=2[F:29])=[CH:20][N:21]=1)[C@H:9]([C:11]1[CH:16]=[CH:15][CH:14]=[CH:13][CH:12]=1)[CH3:10])([CH3:4])([CH3:3])[CH3:2].O.C(O)C.C1(B(O)O)CC1.C(=O)([O-])[O-].[K+].[K+].